Dataset: Forward reaction prediction with 1.9M reactions from USPTO patents (1976-2016). Task: Predict the product of the given reaction. Given the reactants C([O:3][C:4]([C:6]1[CH:10]=[C:9]([C:11]2[CH:16]=[CH:15][C:14]([O:17][C:18]([F:21])([F:20])[F:19])=[CH:13][CH:12]=2)[N:8]([CH3:22])[N:7]=1)=O)C.[H-].[Al+3].[Li+].[H-].[H-].[H-], predict the reaction product. The product is: [CH3:22][N:8]1[C:9]([C:11]2[CH:12]=[CH:13][C:14]([O:17][C:18]([F:19])([F:20])[F:21])=[CH:15][CH:16]=2)=[CH:10][C:6]([CH2:4][OH:3])=[N:7]1.